The task is: Predict the reactants needed to synthesize the given product.. This data is from Full USPTO retrosynthesis dataset with 1.9M reactions from patents (1976-2016). (1) Given the product [NH:17]1[C:18]2[CH:31]=[CH:30][CH:29]=[CH:28][C:19]=2[N:20]=[C:16]1[CH2:15][N:1]1[C@H:14]2[C@@H:5]([CH2:6][CH2:7][C:8]3[C:13]2=[N:12][CH:11]=[CH:10][CH:9]=3)[CH2:4][CH2:3][CH2:2]1, predict the reactants needed to synthesize it. The reactants are: [N:1]1([CH2:15][C:16]2[N:20](C(OC(C)(C)C)=O)[C:19]3[CH:28]=[CH:29][CH:30]=[CH:31][C:18]=3[N:17]=2)[C@H:14]2[C@@H:5]([CH2:6][CH2:7][C:8]3[C:13]2=[N:12][CH:11]=[CH:10][CH:9]=3)[CH2:4][CH2:3][CH2:2]1.FC(F)(F)C(O)=O. (2) Given the product [N:24]([CH:27]([C:31]1[CH:32]=[CH:33][C:34]([F:37])=[CH:35][CH:36]=1)[C@H:28]([NH:30][C:17](=[O:19])[C@H:16]([CH3:20])[C@H:15]([C@@H:9]1[CH2:10][C@@H:11]([O:13][CH3:14])[CH2:12][N:8]1[C:6]([O:5][C:1]([CH3:2])([CH3:3])[CH3:4])=[O:7])[O:21][CH3:22])[CH3:29])=[N+:25]=[N-:26], predict the reactants needed to synthesize it. The reactants are: [C:1]([O:5][C:6]([N:8]1[CH2:12][C@H:11]([O:13][CH3:14])[CH2:10][C@H:9]1[C@H:15]([O:21][CH3:22])[C@@H:16]([CH3:20])[C:17]([OH:19])=O)=[O:7])([CH3:4])([CH3:3])[CH3:2].Cl.[N:24]([CH:27]([C:31]1[CH:36]=[CH:35][C:34]([F:37])=[CH:33][CH:32]=1)[C@H:28]([NH2:30])[CH3:29])=[N+:25]=[N-:26].F[P-](F)(F)(F)(F)F.N1(O[P+](N(C)C)(N(C)C)N(C)C)C2C=CC=CC=2N=N1.C(N(C(C)C)CC)(C)C. (3) Given the product [CH3:6][O:7][C:8]1[CH:9]=[C:10]2[C:11](=[C:12]3[CH2:13][C:14]([CH3:17])([CH3:18])[O:15][C:16]=13)[C:29]([C:28]1[CH:31]=[CH:32][CH:33]=[C:26]([N+:23]([O-:25])=[O:24])[CH:27]=1)=[N:30][C:20]([CH3:22])([CH3:21])[CH2:19]2, predict the reactants needed to synthesize it. The reactants are: S(=O)(=O)(O)O.[CH3:6][O:7][C:8]1[C:16]2[O:15][C:14]([CH3:18])([CH3:17])[CH2:13][C:12]=2[CH:11]=[C:10]([CH:19]=[C:20]([CH3:22])[CH3:21])[CH:9]=1.[N+:23]([C:26]1[CH:27]=[C:28]([CH:31]=[CH:32][CH:33]=1)[C:29]#[N:30])([O-:25])=[O:24].N. (4) Given the product [O:28]1[C:21]2[CH:20]=[C:19]([CH2:18][NH:17][C:4]3([C:2]([NH2:1])=[O:3])[CH2:5][CH2:6][NH:7][CH2:8][CH2:9]3)[N:24]=[CH:23][C:22]=2[O:25][CH2:26][CH2:27]1, predict the reactants needed to synthesize it. The reactants are: [NH2:1][C:2]([C:4]1([NH:17][CH2:18][C:19]2[N:24]=[CH:23][C:22]3[O:25][CH2:26][CH2:27][O:28][C:21]=3[CH:20]=2)[CH2:9][CH2:8][N:7](C(OC(C)(C)C)=O)[CH2:6][CH2:5]1)=[O:3].FC(F)(F)C(O)=O. (5) Given the product [NH2:1][C@@H:2]([C:22]([O:24][CH2:25][CH2:26][C:27]([F:30])([F:28])[F:29])=[O:23])[CH2:3][CH2:4][C:5]([NH:7][C@@H:8]([C:19]([OH:21])=[O:20])[CH2:9][C:10]1[C:18]2[C:13](=[CH:14][CH:15]=[CH:16][CH:17]=2)[NH:12][CH:11]=1)=[O:6], predict the reactants needed to synthesize it. The reactants are: [NH:1](C(OC(C)(C)C)=O)[C@@H:2]([C:22]([O:24][CH2:25][CH2:26][C:27]([F:30])([F:29])[F:28])=[O:23])[CH2:3][CH2:4][C:5]([NH:7][C@@H:8]([C:19]([OH:21])=[O:20])[CH2:9][C:10]1[C:18]2[C:13](=[CH:14][CH:15]=[CH:16][CH:17]=2)[NH:12][CH:11]=1)=[O:6].Cl. (6) Given the product [Cl:1][C:2]1[N:3]=[CH:4][C:5]([S:8]([N:12]2[CH2:17][CH2:16][O:15][CH2:14][CH2:13]2)(=[O:10])=[O:9])=[CH:6][CH:7]=1, predict the reactants needed to synthesize it. The reactants are: [Cl:1][C:2]1[CH:7]=[CH:6][C:5]([S:8](Cl)(=[O:10])=[O:9])=[CH:4][N:3]=1.[NH:12]1[CH2:17][CH2:16][O:15][CH2:14][CH2:13]1.CCN(C(C)C)C(C)C. (7) Given the product [F:46][C:42]1[CH:41]=[C:40]([C:29]2[N:28]=[C:27]([O:26][CH:11]3[CH2:10][CH:9]4[CH:13]([C:14](=[O:25])[N:15]([CH3:24])[CH2:16][CH2:17][CH2:18][CH2:19][CH:20]=[CH:21][CH:22]5[C:6]([C:4]([OH:5])=[O:3])([NH:7][C:8]4=[O:47])[CH2:23]5)[CH2:12]3)[C:36]3[C:31](=[C:32]([CH3:39])[C:33]([O:37][CH3:38])=[CH:34][CH:35]=3)[N:30]=2)[CH:45]=[CH:44][CH:43]=1, predict the reactants needed to synthesize it. The reactants are: C([O:3][C:4]([C:6]12[CH2:23][CH:22]1[CH:21]=[CH:20][CH2:19][CH2:18][CH2:17][CH2:16][N:15]([CH3:24])[C:14](=[O:25])[CH:13]1[CH:9]([CH2:10][CH:11]([O:26][C:27]3[C:36]4[C:31](=[C:32]([CH3:39])[C:33]([O:37][CH3:38])=[CH:34][CH:35]=4)[N:30]=[C:29]([C:40]4[CH:45]=[CH:44][CH:43]=[C:42]([F:46])[CH:41]=4)[N:28]=3)[CH2:12]1)[C:8](=[O:47])[NH:7]2)=[O:5])C.[Li+].[OH-].